This data is from Catalyst prediction with 721,799 reactions and 888 catalyst types from USPTO. The task is: Predict which catalyst facilitates the given reaction. (1) Reactant: C[Si]([N-][Si](C)(C)C)(C)C.[Li+].F[C:12]1[C:13]([C:18]2[NH:27][C:26](=[O:28])[C:25]3[C:20](=[CH:21][C:22]([O:31][CH3:32])=[CH:23][C:24]=3[O:29][CH3:30])[N:19]=2)=[N:14][CH:15]=[CH:16][CH:17]=1.[N:33]1([CH2:39][CH2:40][NH2:41])[CH2:38][CH2:37][O:36][CH2:35][CH2:34]1. Product: [CH3:30][O:29][C:24]1[CH:23]=[C:22]([O:31][CH3:32])[CH:21]=[C:20]2[C:25]=1[C:26](=[O:28])[NH:27][C:18]([C:13]1[C:12]([NH:41][CH2:40][CH2:39][N:33]3[CH2:38][CH2:37][O:36][CH2:35][CH2:34]3)=[CH:17][CH:16]=[CH:15][N:14]=1)=[N:19]2. The catalyst class is: 598. (2) Reactant: [I:1][C:2]1[CH:6]=[CH:5][NH:4][N:3]=1.[H-].[Na+].[Cl:9][C:10]1[CH:15]=[CH:14][C:13](F)=[CH:12][CH:11]=1. Product: [Cl:9][C:10]1[CH:15]=[CH:14][C:13]([N:4]2[CH:5]=[CH:6][C:2]([I:1])=[N:3]2)=[CH:12][CH:11]=1. The catalyst class is: 16.